Dataset: Forward reaction prediction with 1.9M reactions from USPTO patents (1976-2016). Task: Predict the product of the given reaction. (1) The product is: [Cl:1][C:2]1[CH:7]=[C:6]([Cl:16])[C:5]([CH3:11])=[CH:4][N+:3]=1[O-:12]. Given the reactants [Cl:1][C:2]1[CH:7]=[C:6]([N+]([O-])=O)[C:5]([CH3:11])=[CH:4][N+:3]=1[O-:12].C([Cl:16])(C)=O.C([O-])(O)=O.[Na+], predict the reaction product. (2) Given the reactants [F:1][C:2]1[CH:3]=[C:4]([N:14]2[CH2:18][CH2:17][N:16]([C:19]3[CH:20]=[N:21][CH:22]=[CH:23][C:24]=3[CH3:25])[C:15]2=[O:26])[CH:5]=[CH:6][C:7]=1[CH:8]([OH:13])[C:9]([F:12])([F:11])[F:10].CO, predict the reaction product. The product is: [F:1][C:2]1[CH:3]=[C:4]([N:14]2[CH2:18][CH2:17][N:16]([C:19]3[CH:20]=[N:21][CH:22]=[CH:23][C:24]=3[CH3:25])[C:15]2=[O:26])[CH:5]=[CH:6][C:7]=1[C:8](=[O:13])[C:9]([F:12])([F:10])[F:11]. (3) The product is: [CH:15]1([CH2:14][N:6]2[C:5]3[CH:18]=[CH:19][C:2]([S:29][CH2:30][C:31]([O:33][CH3:34])=[O:32])=[CH:3][C:4]=3[N:8]=[C:7]2[CH2:9][C:10]([CH3:13])([CH3:12])[CH3:11])[CH2:17][CH2:16]1. Given the reactants Br[C:2]1[CH:19]=[CH:18][C:5]2[N:6]([CH2:14][CH:15]3[CH2:17][CH2:16]3)[C:7]([CH2:9][C:10]([CH3:13])([CH3:12])[CH3:11])=[N:8][C:4]=2[CH:3]=1.C(N(CC)C(C)C)(C)C.[SH:29][CH2:30][C:31]([O:33][CH3:34])=[O:32], predict the reaction product.